Predict the product of the given reaction. From a dataset of Forward reaction prediction with 1.9M reactions from USPTO patents (1976-2016). Given the reactants [CH3:1][O:2][CH:3]1[CH2:6][N:5]([C:7]([N:9]2[CH2:14][CH:13]([C:15]3[CH:20]=[CH:19][C:18]([C:21]([F:24])([F:23])[F:22])=[CH:17][CH:16]=3)[CH2:12][CH:11]([C:25]([OH:27])=O)[CH2:10]2)=[O:8])[CH2:4]1.Cl.O[NH:30][C:31](=[NH:34])[CH2:32][CH3:33], predict the reaction product. The product is: [CH2:32]([C:31]1[N:34]=[C:25]([CH:11]2[CH2:12][CH:13]([C:15]3[CH:16]=[CH:17][C:18]([C:21]([F:23])([F:22])[F:24])=[CH:19][CH:20]=3)[CH2:14][N:9]([C:7]([N:5]3[CH2:4][CH:3]([O:2][CH3:1])[CH2:6]3)=[O:8])[CH2:10]2)[O:27][N:30]=1)[CH3:33].